From a dataset of Full USPTO retrosynthesis dataset with 1.9M reactions from patents (1976-2016). Predict the reactants needed to synthesize the given product. (1) Given the product [F:1][C:2]1[CH:3]=[C:4]([N:15]2[CH2:19][C@H:18]([CH2:20][NH:21][C:22](=[O:24])[CH3:23])[O:17][C:16]2=[O:25])[CH:5]=[CH:6][C:7]=1[C:8]1[S:9][CH2:10][C:11](=[O:14])[N:12]([CH3:26])[N:13]=1, predict the reactants needed to synthesize it. The reactants are: [F:1][C:2]1[CH:3]=[C:4]([N:15]2[CH2:19][C@H:18]([CH2:20][NH:21][C:22](=[O:24])[CH3:23])[O:17][C:16]2=[O:25])[CH:5]=[CH:6][C:7]=1[C:8]1[S:9][CH2:10][C:11](=[O:14])[NH:12][N:13]=1.[C:26](=O)([O-])[O-].[K+].[K+].IC. (2) Given the product [CH:19]1([NH:22][C:5](=[O:7])[C:4]2[CH:8]=[C:9]([I:12])[C:10]([CH3:11])=[C:2]([F:1])[CH:3]=2)[CH2:21][CH2:20]1, predict the reactants needed to synthesize it. The reactants are: [F:1][C:2]1[CH:3]=[C:4]([CH:8]=[C:9]([I:12])[C:10]=1[CH3:11])[C:5]([OH:7])=O.C(Cl)(=O)C(Cl)=O.[CH:19]1([NH2:22])[CH2:21][CH2:20]1.C(N(CC)CC)C. (3) The reactants are: C[CH:2]1[CH2:6][CH2:5][CH2:4][NH:3]1.[C:7](O[C:7]([O:9][C:10]([CH3:13])([CH3:12])[CH3:11])=[O:8])([O:9][C:10]([CH3:13])([CH3:12])[CH3:11])=[O:8]. Given the product [C:7]([N:3]1[CH2:2][CH2:6][CH2:5][CH2:4]1)([O:9][C:10]([CH3:13])([CH3:12])[CH3:11])=[O:8], predict the reactants needed to synthesize it.